Predict the product of the given reaction. From a dataset of Forward reaction prediction with 1.9M reactions from USPTO patents (1976-2016). (1) Given the reactants [C:1]([O:5][C:6]([N:8]1[CH2:11][CH:10]([CH:12]([NH2:14])[CH3:13])[CH2:9]1)=[O:7])([CH3:4])([CH3:3])[CH3:2].C(N(CC)C(C)C)(C)C.[Cl:24][C:25]1[CH:33]=[C:32]2[C:28]([C:29]([C:35]3[N:36]=[C:37]4[C:43]([C:44](O)=[O:45])=[CH:42][N:41]([CH2:47][O:48][CH2:49][CH2:50][Si:51]([CH3:54])([CH3:53])[CH3:52])[C:38]4=[N:39][CH:40]=3)=[N:30][N:31]2[CH3:34])=[CH:27][CH:26]=1.CN(C(ON1N=NC2C=CC=NC1=2)=[N+](C)C)C.F[P-](F)(F)(F)(F)F, predict the reaction product. The product is: [C:1]([O:5][C:6]([N:8]1[CH2:11][CH:10]([CH:12]([NH:14][C:44]([C:43]2[C:37]3[C:38](=[N:39][CH:40]=[C:35]([C:29]4[C:28]5[C:32](=[CH:33][C:25]([Cl:24])=[CH:26][CH:27]=5)[N:31]([CH3:34])[N:30]=4)[N:36]=3)[N:41]([CH2:47][O:48][CH2:49][CH2:50][Si:51]([CH3:54])([CH3:53])[CH3:52])[CH:42]=2)=[O:45])[CH3:13])[CH2:9]1)=[O:7])([CH3:4])([CH3:3])[CH3:2]. (2) Given the reactants [NH2:1][C:2]1[CH:7]=[C:6]([Br:8])[CH:5]=[CH:4][C:3]=1[N:9]([CH3:13])[CH2:10][CH2:11]O.S(Cl)([Cl:16])=O, predict the reaction product. The product is: [Br:8][C:6]1[CH:7]=[C:2]([NH2:1])[C:3]([N:9]([CH2:10][CH2:11][Cl:16])[CH3:13])=[CH:4][CH:5]=1. (3) The product is: [CH3:26][N:24]([CH3:25])[CH2:23][CH2:22][CH2:21][N:12]1[C:13]2[C:18](=[CH:17][C:16]([O:19][CH3:20])=[CH:15][CH:14]=2)[C:10](/[CH:9]=[C:7]2\[O:8][C:4]3[CH:3]=[C:2]([CH2:31][OH:30])[CH:29]=[CH:28][C:5]=3[C:6]\2=[O:27])=[CH:11]1. Given the reactants Br[C:2]1[CH:29]=[CH:28][C:5]2[C:6](=[O:27])/[C:7](=[CH:9]/[C:10]3[C:18]4[C:13](=[CH:14][CH:15]=[C:16]([O:19][CH3:20])[CH:17]=4)[N:12]([CH2:21][CH2:22][CH2:23][N:24]([CH3:26])[CH3:25])[CH:11]=3)/[O:8][C:4]=2[CH:3]=1.[OH:30][CH2:31][Sn](CCCC)(CCCC)CCCC.O1CCOCC1, predict the reaction product. (4) The product is: [F:1][C:2]1[CH:3]=[CH:4][C:5]([CH2:6][CH:7]2[C:16]3[C:11](=[CH:12][C:13]([O:19][CH3:20])=[C:14]([O:17][CH3:18])[CH:15]=3)[CH2:10][CH2:9][N:8]2[CH2:24][C:25]([NH:28][CH:29]2[C:37]3[C:32](=[CH:33][CH:34]=[CH:35][CH:36]=3)[CH2:31][CH2:30]2)=[O:26])=[CH:21][CH:22]=1. Given the reactants [F:1][C:2]1[CH:22]=[CH:21][C:5]([CH2:6][CH:7]2[C:16]3[C:11](=[CH:12][C:13]([O:19][CH3:20])=[C:14]([O:17][CH3:18])[CH:15]=3)[CH2:10][CH2:9][NH:8]2)=[CH:4][CH:3]=1.Br[CH2:24][C:25](Br)=[O:26].[NH2:28][CH:29]1[C:37]2[C:32](=[CH:33][CH:34]=[CH:35][CH:36]=2)[CH2:31][CH2:30]1, predict the reaction product. (5) Given the reactants [Cl:1][C:2]1[CH:7]=[C:6]([OH:8])[CH:5]=[CH:4][C:3]=1[C:9]1[N:13]=[C:12]([C:14]2[CH:15]=[CH:16][C:17]([O:22][CH:23]([CH3:25])[CH3:24])=[C:18]([CH:21]=2)[C:19]#[N:20])[O:11][N:10]=1.[Br:26][CH2:27][CH2:28][CH2:29]Br.C(=O)([O-])[O-].[K+].[K+], predict the reaction product. The product is: [Br:26][CH2:27][CH2:28][CH2:29][O:8][C:6]1[CH:5]=[CH:4][C:3]([C:9]2[N:13]=[C:12]([C:14]3[CH:15]=[CH:16][C:17]([O:22][CH:23]([CH3:25])[CH3:24])=[C:18]([CH:21]=3)[C:19]#[N:20])[O:11][N:10]=2)=[C:2]([Cl:1])[CH:7]=1. (6) Given the reactants [CH:1]1[C:6]([O:7][CH2:8][C:9]([F:12])([F:11])[F:10])=[CH:5][C:4]([C:13]([NH:15][CH2:16][CH:17]2[NH:22][CH2:21][CH2:20][CH2:19][CH2:18]2)=[O:14])=[C:3]([O:23][CH2:24][C:25]([F:28])([F:27])[F:26])[CH:2]=1.[C:29]([OH:32])(=[O:31])[CH3:30].CCCCCC, predict the reaction product. The product is: [CH3:30][C:29]([OH:32])=[O:31].[CH:1]1[C:6]([O:7][CH2:8][C:9]([F:12])([F:10])[F:11])=[CH:5][C:4]([C:13]([NH:15][CH2:16][CH:17]2[NH:22][CH2:21][CH2:20][CH2:19][CH2:18]2)=[O:14])=[C:3]([O:23][CH2:24][C:25]([F:27])([F:26])[F:28])[CH:2]=1. (7) Given the reactants C[O:2][C:3]1[C:8]2[NH:9][C:10]([C:12]3[S:13][CH:14]=[CH:15][CH:16]=3)=[N:11][C:7]=2[C:6]([C:17]([OH:19])=O)=[CH:5][CH:4]=1.[NH2:20][CH2:21][CH2:22][CH2:23][NH:24][CH2:25][CH2:26][OH:27], predict the reaction product. The product is: [OH:2][C:3]1[C:8]2[NH:9][C:10]([C:12]3[S:13][CH:14]=[CH:15][CH:16]=3)=[N:11][C:7]=2[C:6]([C:17]([NH:20][CH2:21][CH2:22][CH2:23][NH:24][CH2:25][CH2:26][OH:27])=[O:19])=[CH:5][CH:4]=1.